Task: Predict the product of the given reaction.. Dataset: Forward reaction prediction with 1.9M reactions from USPTO patents (1976-2016) (1) The product is: [Br:1][C:2]1[CH:3]=[CH:4][C:5]2[CH:11]3[CH2:12][CH:9]([CH2:10]3)[N:8]3[C:13]([CH:21]=[O:22])=[C:14]([C:16]([O:18][CH3:19])=[O:17])[N:15]=[C:7]3[C:6]=2[CH:20]=1. Given the reactants [Br:1][C:2]1[CH:3]=[CH:4][C:5]2[CH:11]3[CH2:12][CH:9]([CH2:10]3)[N:8]3[CH:13]=[C:14]([C:16]([O:18][CH3:19])=[O:17])[N:15]=[C:7]3[C:6]=2[CH:20]=1.[CH:21](OCC)=[O:22], predict the reaction product. (2) Given the reactants [NH2:1][C:2]1[CH:7]=[CH:6][CH:5]=[CH:4][CH:3]=1.Br[C:9]([CH3:16])([CH3:15])[C:10]([O:12][CH2:13][CH3:14])=[O:11].C(=O)([O-])[O-].[K+].[K+], predict the reaction product. The product is: [NH:1]([C:9]([CH3:16])([CH3:15])[C:10]([O:12][CH2:13][CH3:14])=[O:11])[C:2]1[CH:7]=[CH:6][CH:5]=[CH:4][CH:3]=1. (3) Given the reactants [C:1]([C:3]1[S:7][CH:6]=[C:5](N(C(OC(C)(C)C)=O)NC(OC(C)(C)C)=O)[CH:4]=1)#[N:2].C(C1SC([N:31]([C:40]([O:42][C:43]([CH3:46])([CH3:45])[CH3:44])=[O:41])[NH:32][C:33]([O:35][C:36]([CH3:39])([CH3:38])[CH3:37])=[O:34])=CC=1)=O, predict the reaction product. The product is: [C:1]([C:3]1[S:7][C:6]([N:31]([C:40]([O:42][C:43]([CH3:46])([CH3:45])[CH3:44])=[O:41])[NH:32][C:33]([O:35][C:36]([CH3:37])([CH3:38])[CH3:39])=[O:34])=[CH:5][CH:4]=1)#[N:2]. (4) Given the reactants [CH:1]1[C:13]2[CH:12]([CH2:14][O:15][C:16]([N:18]3[CH2:22][CH2:21][CH2:20][CH:19]3[C:23](=O)[NH:24][C:25]3[CH:30]=[C:29]([Br:31])[CH:28]=[CH:27][C:26]=3[C:32](=[O:34])[NH2:33])=[O:17])[C:11]3[C:6](=[CH:7][CH:8]=[CH:9][CH:10]=3)[C:5]=2[CH:4]=[CH:3][CH:2]=1, predict the reaction product. The product is: [Br:31][C:29]1[CH:30]=[C:25]2[C:26]([C:32](=[O:34])[NH:33][C:23]([CH:19]3[CH2:20][CH2:21][CH2:22][N:18]3[C:16]([O:15][CH2:14][CH:12]3[C:11]4[CH:10]=[CH:9][CH:8]=[CH:7][C:6]=4[C:5]4[C:13]3=[CH:1][CH:2]=[CH:3][CH:4]=4)=[O:17])=[N:24]2)=[CH:27][CH:28]=1. (5) Given the reactants [NH2:1][C:2]1[N:7]=[CH:6][N:5]=[C:4]2[N:8]([CH:26]([C:28]3[O:29][C:30](=[O:43])[C:31]4[C:36]([C:37]=3[C:38]3[S:42][CH:41]=[N:40][CH:39]=3)=[CH:35][CH:34]=[CH:33][CH:32]=4)[CH3:27])[N:9]=[C:10]([C:11]3[CH:16]=[C:15]([F:17])[CH:14]=[C:13]([O:18][Si](C(C)(C)C)(C)C)[CH:12]=3)[C:3]=12, predict the reaction product. The product is: [NH2:1][C:2]1[N:7]=[CH:6][N:5]=[C:4]2[N:8]([CH:26]([C:28]3[O:29][C:30](=[O:43])[C:31]4[C:36]([C:37]=3[C:38]3[S:42][CH:41]=[N:40][CH:39]=3)=[CH:35][CH:34]=[CH:33][CH:32]=4)[CH3:27])[N:9]=[C:10]([C:11]3[CH:12]=[C:13]([OH:18])[CH:14]=[C:15]([F:17])[CH:16]=3)[C:3]=12.